This data is from NCI-60 drug combinations with 297,098 pairs across 59 cell lines. The task is: Regression. Given two drug SMILES strings and cell line genomic features, predict the synergy score measuring deviation from expected non-interaction effect. (1) Drug 1: CN1CCC(CC1)COC2=C(C=C3C(=C2)N=CN=C3NC4=C(C=C(C=C4)Br)F)OC. Drug 2: C(CCl)NC(=O)N(CCCl)N=O. Cell line: SNB-75. Synergy scores: CSS=4.83, Synergy_ZIP=-0.816, Synergy_Bliss=2.94, Synergy_Loewe=-2.48, Synergy_HSA=1.20. (2) Drug 1: C1=CC(=CC=C1CCCC(=O)O)N(CCCl)CCCl. Drug 2: CC(C)NC(=O)C1=CC=C(C=C1)CNNC.Cl. Cell line: CCRF-CEM. Synergy scores: CSS=32.7, Synergy_ZIP=1.55, Synergy_Bliss=-7.23, Synergy_Loewe=-21.7, Synergy_HSA=-10.1. (3) Drug 1: CCC(=C(C1=CC=CC=C1)C2=CC=C(C=C2)OCCN(C)C)C3=CC=CC=C3.C(C(=O)O)C(CC(=O)O)(C(=O)O)O. Drug 2: CC(C)CN1C=NC2=C1C3=CC=CC=C3N=C2N. Cell line: HS 578T. Synergy scores: CSS=0.927, Synergy_ZIP=-0.354, Synergy_Bliss=0.0199, Synergy_Loewe=-2.76, Synergy_HSA=-2.77. (4) Drug 1: CC1=CC2C(CCC3(C2CCC3(C(=O)C)OC(=O)C)C)C4(C1=CC(=O)CC4)C. Drug 2: CCCS(=O)(=O)NC1=C(C(=C(C=C1)F)C(=O)C2=CNC3=C2C=C(C=N3)C4=CC=C(C=C4)Cl)F. Cell line: COLO 205. Synergy scores: CSS=51.0, Synergy_ZIP=9.66, Synergy_Bliss=8.56, Synergy_Loewe=-10.3, Synergy_HSA=6.63. (5) Drug 1: CC1=C2C(C(=O)C3(C(CC4C(C3C(C(C2(C)C)(CC1OC(=O)C(C(C5=CC=CC=C5)NC(=O)C6=CC=CC=C6)O)O)OC(=O)C7=CC=CC=C7)(CO4)OC(=O)C)O)C)OC(=O)C. Drug 2: CC1CCC2CC(C(=CC=CC=CC(CC(C(=O)C(C(C(=CC(C(=O)CC(OC(=O)C3CCCCN3C(=O)C(=O)C1(O2)O)C(C)CC4CCC(C(C4)OC)OCCO)C)C)O)OC)C)C)C)OC. Cell line: SF-539. Synergy scores: CSS=2.44, Synergy_ZIP=-4.17, Synergy_Bliss=-3.11, Synergy_Loewe=-18.4, Synergy_HSA=-4.56. (6) Drug 1: CCCCC(=O)OCC(=O)C1(CC(C2=C(C1)C(=C3C(=C2O)C(=O)C4=C(C3=O)C=CC=C4OC)O)OC5CC(C(C(O5)C)O)NC(=O)C(F)(F)F)O. Drug 2: C1CCC(C(C1)N)N.C(=O)(C(=O)[O-])[O-].[Pt+4]. Cell line: MDA-MB-231. Synergy scores: CSS=31.4, Synergy_ZIP=-12.3, Synergy_Bliss=-10.2, Synergy_Loewe=-5.92, Synergy_HSA=-3.97. (7) Drug 1: CC1=C(C=C(C=C1)NC2=NC=CC(=N2)N(C)C3=CC4=NN(C(=C4C=C3)C)C)S(=O)(=O)N.Cl. Drug 2: C1CN(CCN1C(=O)CCBr)C(=O)CCBr. Cell line: HCT116. Synergy scores: CSS=16.0, Synergy_ZIP=-5.64, Synergy_Bliss=3.70, Synergy_Loewe=-4.53, Synergy_HSA=2.52.